Dataset: Forward reaction prediction with 1.9M reactions from USPTO patents (1976-2016). Task: Predict the product of the given reaction. (1) Given the reactants [CH:1]1[C:10]2[C:5](=[CH:6][CH:7]=[CH:8][CH:9]=2)[CH:4]=[CH:3][C:2]=1[S:11]([N:14]1[CH2:18][CH:17]2[CH2:19][N:20]([C:22]3[N:27]=[CH:26][C:25]([C:28]([OH:30])=O)=[CH:24][N:23]=3)[CH2:21][CH:16]2[CH2:15]1)(=[O:13])=[O:12].CCN=C=N[CH2:36][CH2:37][CH2:38]N(C)C.Cl.C1C=CC2[N:51]([OH:52])N=NC=2C=1.CCN([CH:59]([CH3:61])C)C(C)C.CN([CH:65]=[O:66])C, predict the reaction product. The product is: [CH2:65]([O:66][CH:59]([O:52][NH:51][C:28]([C:25]1[CH:26]=[N:27][C:22]([N:20]2[CH2:21][CH:16]3[CH:17]([CH2:18][N:14]([S:11]([C:2]4[CH:3]=[CH:4][C:5]5[C:10](=[CH:9][CH:8]=[CH:7][CH:6]=5)[CH:1]=4)(=[O:13])=[O:12])[CH2:15]3)[CH2:19]2)=[N:23][CH:24]=1)=[O:30])[CH3:61])[CH:37]([CH3:36])[CH3:38]. (2) Given the reactants C([C@@H]1NC2C(=CC=CC=2)NC1=O)C1C=CC=CC=1.[O:19]=[C:20]([NH:34][C:35]1[CH:40]=[CH:39][CH:38]=[CH:37][CH:36]=1)[CH2:21][CH2:22][CH2:23][CH2:24][CH2:25][NH:26]C(=O)OC(C)(C)C, predict the reaction product. The product is: [NH2:26][CH2:25][CH2:24][CH2:23][CH2:22][CH2:21][C:20]([NH:34][C:35]1[CH:40]=[CH:39][CH:38]=[CH:37][CH:36]=1)=[O:19]. (3) Given the reactants [CH2:1]1[CH2:6][C@H:5]([C:7]([OH:9])=[O:8])[CH2:4][CH2:3][C@H:2]1[CH2:10][NH2:11].[C:12]([O:20][CH:21]([O:25][C:26](ON1C(=O)CCC1=O)=[O:27])[CH:22]([CH3:24])[CH3:23])(=[O:19])[C:13]1[CH:18]=[CH:17][CH:16]=[CH:15][CH:14]=1, predict the reaction product. The product is: [C:12]([O:20][CH:21]([O:25][C:26]([NH:11][CH2:10][C@H:2]1[CH2:3][CH2:4][C@H:5]([C:7]([OH:9])=[O:8])[CH2:6][CH2:1]1)=[O:27])[CH:22]([CH3:24])[CH3:23])(=[O:19])[C:13]1[CH:18]=[CH:17][CH:16]=[CH:15][CH:14]=1. (4) Given the reactants CC(CCCCCOC([C:12]1[C:17](C(OCCCCCC(C)C)=O)=[CH:16][CH:15]=[CH:14][CH:13]=1)=O)C.[CH:29]1[CH:30]=[CH:31][C:32]([P:35](C2C(C3C(P(C4C=CC=CC=4)C4C=CC=CC=4)=CC=C4C=3C=CC=C4)=C3C(C=CC=C3)=CC=2)[C:36]2[CH:37]=[CH:38][CH:39]=[CH:40][CH:41]=2)=[CH:33][CH:34]=1.C1OC2C(C3C4OCOC=4C=CC=3P(C3C=CC=CC=3)C3C=CC=CC=3)=C(P(C3C=CC=CC=3)C3C=CC=CC=3)C=CC=2O1.C1C2C=CC(=C(P(C3C=CC=CC=3)C3C=CC=CC=3)C=2)CCC2C=CC(=C(P(C3C=CC=CC=3)C3C=CC=CC=3)C=2)C1.COC1C(P(C2C=CC=CC=2)CCP(C2C(OC)=CC=CC=2)C2C=CC=CC=2)=CC=CC=1.CC(C(C)P(C1C=CC=CC=1)C1C=CC=CC=1)P(C1C=CC=CC=1)C1C=CC=CC=1.C1(P(CC2C(CP(C3C=CC=CC=3)C3C=CC=CC=3)OC(C)(C)O2)C2C=CC=CC=2)C=CC=CC=1.ClC1C=CC(P(C2C=CC=CC=2)C2C=CC=CC=2)=C(C2C(OC)=C(Cl)C=CC=2P(C2C=CC=CC=2)C2C=CC=CC=2)C=1OC.CC1P(C2C(P3C(C)CCC3C)=CC=CC=2)C(C)CC1.C1(P(C2C=CC=CC=2)C(CC(P(C2C=CC=CC=2)C2C=CC=CC=2)C)C)C=CC=CC=1.C1(P(C2C=CC=CC=2)C2C(P(C3C=CC=CC=3)C3C=CC=CC=3)CNC2)C=CC=CC=1.C1(P(C2C=CC=CC=2)C2CNC(CP(C3C=CC=CC=3)C3C=CC=CC=3)C2)C=CC=CC=1, predict the reaction product. The product is: [CH:39]1[CH:38]=[CH:37][C:36]([P:35]([C:12]2[CH:13]=[CH:14][CH:15]=[CH:16][CH:17]=2)[C:32]2[CH:33]=[CH:34][CH:29]=[CH:30][CH:31]=2)=[CH:41][CH:40]=1. (5) Given the reactants I[C:2]1[C:10]2[C:5](=[CH:6][CH:7]=[C:8]([C:11]([OH:13])=[O:12])[CH:9]=2)[NH:4][N:3]=1.[CH3:14][N:15]1[CH2:20][CH2:19][CH:18]([O:21][C:22]2[CH:27]=[CH:26][C:25](B3OC(C)(C)C(C)(C)O3)=[CH:24][CH:23]=2)[CH2:17][CH2:16]1.[O-]P([O-])([O-])=O.[K+].[K+].[K+], predict the reaction product. The product is: [NH3:3].[CH3:14][N:15]1[CH2:20][CH2:19][CH:18]([O:21][C:22]2[CH:27]=[CH:26][C:25]([C:2]3[C:10]4[C:5](=[CH:6][CH:7]=[C:8]([C:11]([OH:13])=[O:12])[CH:9]=4)[NH:4][N:3]=3)=[CH:24][CH:23]=2)[CH2:17][CH2:16]1.